From a dataset of Forward reaction prediction with 1.9M reactions from USPTO patents (1976-2016). Predict the product of the given reaction. (1) Given the reactants Cl[C:2]1[N:7]=[C:6]2[CH:8](Cl)[N:9]([C:12]3[CH:13]=[N:14][N:15]([CH2:17][C:18]([F:21])([F:20])[F:19])[CH:16]=3)[C:10](=[O:11])[C:5]2=[CH:4][CH:3]=1.[CH3:23][O:24][C:25]1[C:30]([O:31][CH3:32])=[CH:29][C:28](B2OC(C)(C)C(C)(C)O2)=[CH:27][N:26]=1.C([O-])([O-])=O.[Na+].[Na+].[CH3:48][O:49][CH2:50][CH2:51][OH:52], predict the reaction product. The product is: [CH3:32][O:31][C:30]1[CH:29]=[C:28]([C:2]2[N:7]=[C:6]3[CH:8]([O:52][CH2:51][CH2:50][O:49][CH3:48])[N:9]([C:12]4[CH:13]=[N:14][N:15]([CH2:17][C:18]([F:21])([F:20])[F:19])[CH:16]=4)[C:10](=[O:11])[C:5]3=[CH:4][CH:3]=2)[CH:27]=[N:26][C:25]=1[O:24][CH3:23]. (2) Given the reactants C1(C(C2C=CC=CC=2)[N:8]2[C:16]3[C:11](=[N:12][CH:13]=[CH:14][CH:15]=3)[C:10]3([C:28]4[C:19](=[CH:20][C:21]5[O:26][CH2:25][CH2:24][O:23][C:22]=5[CH:27]=4)[O:18][CH2:17]3)[C:9]2=[O:29])C=CC=CC=1.C1(C(C2C=CC=CC=2)N2C3=NC=CC=C3C3(C4C(=CC5OCCOC=5C=4)OC3)C2=O)C=CC=CC=1, predict the reaction product. The product is: [NH:8]1[C:16]2[C:11](=[N:12][CH:13]=[CH:14][CH:15]=2)[C:10]2([C:28]3[C:19](=[CH:20][C:21]4[O:26][CH2:25][CH2:24][O:23][C:22]=4[CH:27]=3)[O:18][CH2:17]2)[C:9]1=[O:29].